Predict the reactants needed to synthesize the given product. From a dataset of Full USPTO retrosynthesis dataset with 1.9M reactions from patents (1976-2016). (1) Given the product [CH2:11]([C:13]1[S:50][C:16]2[N:17]([CH2:35][C:36]3[CH:37]=[CH:38][C:39]([C:42]4[C:43]([C:48]#[N:49])=[CH:44][CH:45]=[CH:46][CH:47]=4)=[CH:40][CH:41]=3)[C:18](=[O:34])[N:19]([CH:22]([CH3:33])[C:23]([C:24]3[CH:25]=[CH:26][C:27]([O:30][CH3:31])=[CH:28][CH:29]=3)=[O:32])[C:20](=[O:21])[C:15]=2[CH:14]=1)[CH3:12], predict the reactants needed to synthesize it. The reactants are: C(Cl)(=O)C(Cl)=O.CS(C)=O.[CH2:11]([C:13]1[S:50][C:16]2[N:17]([CH2:35][C:36]3[CH:41]=[CH:40][C:39]([C:42]4[C:43]([C:48]#[N:49])=[CH:44][CH:45]=[CH:46][CH:47]=4)=[CH:38][CH:37]=3)[C:18](=[O:34])[N:19]([CH:22]([CH3:33])[CH:23]([OH:32])[C:24]3[CH:29]=[CH:28][C:27]([O:30][CH3:31])=[CH:26][CH:25]=3)[C:20](=[O:21])[C:15]=2[CH:14]=1)[CH3:12].C(N(CC)CC)C. (2) The reactants are: [C@H:1]1([NH:10][C:11]2[CH:20]=[CH:19][C:18]3[C:13](=[CH:14][CH:15]=[C:16]([NH2:21])[CH:17]=3)[N:12]=2)[C:9]2[C:4](=[CH:5][CH:6]=[CH:7][CH:8]=2)[CH2:3][CH2:2]1.[F:22][C:23]1[CH:28]=[CH:27][CH:26]=[CH:25][C:24]=1[N:29]=[C:30]=[O:31]. Given the product [F:22][C:23]1[CH:28]=[CH:27][CH:26]=[CH:25][C:24]=1[NH:29][C:30]([NH:21][C:16]1[CH:17]=[C:18]2[C:13](=[CH:14][CH:15]=1)[N:12]=[C:11]([NH:10][C@H:1]1[C:9]3[C:4](=[CH:5][CH:6]=[CH:7][CH:8]=3)[CH2:3][CH2:2]1)[CH:20]=[CH:19]2)=[O:31], predict the reactants needed to synthesize it.